From a dataset of Forward reaction prediction with 1.9M reactions from USPTO patents (1976-2016). Predict the product of the given reaction. (1) Given the reactants [CH3:1][O:2][C:3]1[CH:4]=[C:5]2[C:10](=[CH:11][CH:12]=1)[C@@H:9]([C:13]1[CH:26]=[CH:25][C:16]([O:17][CH2:18][CH2:19][N:20]3[CH2:24][CH2:23][CH2:22][CH2:21]3)=[CH:15][CH:14]=1)[C@@H:8]([C:27]1[CH:32]=[CH:31][CH:30]=[CH:29][CH:28]=1)[CH2:7][CH2:6]2.C(OCC1C=CC=CC=1)C1C=CC=CC=1, predict the reaction product. The product is: [CH3:1][O:2][C:3]1[CH:4]=[C:5]2[C:10](=[CH:11][CH:12]=1)[CH:9]([C:13]1[CH:26]=[CH:25][C:16]([O:17][CH2:18][CH2:19][N:20]3[CH2:24][CH2:23][CH2:22][CH2:21]3)=[CH:15][CH:14]=1)[CH:8]([C:27]1[CH:32]=[CH:31][CH:30]=[CH:29][CH:28]=1)[CH2:7][CH2:6]2. (2) Given the reactants Br[C:2]1[C:11]([OH:12])=[C:10]([CH3:13])[C:9]([CH3:14])=[C:8]2[C:3]=1[CH2:4][CH2:5][C:6]([CH3:16])([CH3:15])[O:7]2.[N+:17]([C:20]1[CH:21]=[C:22](B(O)O)[CH:23]=[CH:24][CH:25]=1)([O-:19])=[O:18].O, predict the reaction product. The product is: [CH3:15][C:6]1([CH3:16])[CH2:5][CH2:4][C:3]2[C:8](=[C:9]([CH3:14])[C:10]([CH3:13])=[C:11]([OH:12])[C:2]=2[C:24]2[CH:23]=[CH:22][CH:21]=[C:20]([N+:17]([O-:19])=[O:18])[CH:25]=2)[O:7]1.